This data is from Blood-brain barrier penetration binary classification data from Martins et al.. The task is: Regression/Classification. Given a drug SMILES string, predict its absorption, distribution, metabolism, or excretion properties. Task type varies by dataset: regression for continuous measurements (e.g., permeability, clearance, half-life) or binary classification for categorical outcomes (e.g., BBB penetration, CYP inhibition). Dataset: bbb_martins. (1) The molecule is CCCCc1oc2ccccc2c1C(=O)c1cc(I)c(OCCN(CC)CC)c(I)c1. The result is 0 (does not penetrate BBB). (2) The compound is CC(C)n1cc2c3c(cccc31)C1C[C@@H](C(=O)NC3CCCCC3)CN(C)C1C2. The result is 1 (penetrates BBB). (3) The molecule is CSc1c(Cl)nc(NC(C)C)nc1N1CCN(C)CC1. The result is 1 (penetrates BBB). (4) The drug is Cc1cccc(O[C@H]2CCNC[C@H]2O)c1C. The result is 1 (penetrates BBB). (5) The drug is CN(C)[C@@H]1C(=O)/C(=C(\N)O)C(=O)[C@@]2(O)C(=O)C3=C(O)c4c(O)ccc(Cl)c4[C@@](C)(O)[C@H]3C[C@@H]12. The result is 0 (does not penetrate BBB). (6) The drug is CC1=C(C(=O)O)N2C(=O)[C@@H](NC(=O)[C@H](N)c3ccc(O)c(Cl)c3)[C@H]2SC1. The result is 0 (does not penetrate BBB). (7) The compound is CC(=O)OC(c1ccccc1)C1CCCCN1. The result is 1 (penetrates BBB). (8) The compound is O=C(CCCN1CC2CCC(CC2)C1)c1ccc(F)cc1. The result is 1 (penetrates BBB). (9) The molecule is S=P(N1CC1)(N1CC1)N1CC1. The result is 1 (penetrates BBB). (10) The molecule is CN1CCCN(C(c2ccccc2)c2ccc(Cl)cc2)CC1. The result is 1 (penetrates BBB).